Dataset: Catalyst prediction with 721,799 reactions and 888 catalyst types from USPTO. Task: Predict which catalyst facilitates the given reaction. (1) Reactant: [NH2:1][C:2]1[N:6]=[C:5]([C:7]([NH2:9])=[O:8])[NH:4][N:3]=1.N1C(C)=CC=CC=1C.FC(F)(F)S(O[Si:24]([CH2:29][CH3:30])([CH2:27][CH3:28])[CH2:25][CH3:26])(=O)=O. Product: [NH2:1][C:2]1[N:6]=[C:5]([C:7]([NH:9][Si:24]([CH2:29][CH3:30])([CH2:27][CH3:28])[CH2:25][CH3:26])=[O:8])[NH:4][N:3]=1. The catalyst class is: 756. (2) Reactant: Cl.[N+:2]([C:5]1[CH:6]=[C:7]([CH2:11][CH2:12][NH2:13])[CH:8]=[CH:9][CH:10]=1)([O-:4])=[O:3].CCN(C(C)C)C(C)C.[C:23](O[C:23]([C:25]([F:28])([F:27])[F:26])=[O:24])([C:25]([F:28])([F:27])[F:26])=[O:24]. Product: [N+:2]([C:5]1[CH:6]=[C:7]([CH:8]=[CH:9][CH:10]=1)[CH2:11][CH2:12][NH:13][C:23](=[O:24])[C:25]([F:28])([F:27])[F:26])([O-:4])=[O:3]. The catalyst class is: 2. (3) Product: [CH2:1]([N:4]1[CH2:9][CH:8]2[C:6]([C:13]3[CH:18]=[CH:17][C:16]([N:19]4[CH2:23][CH2:22][CH2:21][CH2:20]4)=[CH:15][CH:14]=3)([CH:7]2[CH2:10][O:11][CH3:12])[CH2:5]1)[CH3:2]. The catalyst class is: 1. Reactant: [C:1]([N:4]1[CH2:9][CH:8]2[C:6]([C:13]3[CH:18]=[CH:17][C:16]([N:19]4[CH2:23][CH2:22][CH2:21][C:20]4=O)=[CH:15][CH:14]=3)([CH:7]2[CH2:10][O:11][CH3:12])[CH2:5]1)(=O)[CH3:2].B(F)(F)F.CCOCC.S(C)C.CO. (4) Reactant: [F:1][C:2]1[CH:32]=[C:31]([F:33])[CH:30]=[CH:29][C:3]=1[O:4][C:5]1[CH:10]=[CH:9][C:8]([S:11]([CH3:14])(=[O:13])=[O:12])=[CH:7][C:6]=1[C:15]1[NH:16][C:17]([CH3:28])=[C:18]2[C:23]=1[CH:22]=[C:21]([C:24](O)=[O:25])[NH:20][C:19]2=[O:27].C[N:35](C(ON1N=NC2C=CC=NC1=2)=[N+](C)C)C.F[P-](F)(F)(F)(F)F.C(N(C(C)C)C(C)C)C.N. Product: [F:1][C:2]1[CH:32]=[C:31]([F:33])[CH:30]=[CH:29][C:3]=1[O:4][C:5]1[CH:10]=[CH:9][C:8]([S:11]([CH3:14])(=[O:12])=[O:13])=[CH:7][C:6]=1[C:15]1[NH:16][C:17]([CH3:28])=[C:18]2[C:23]=1[CH:22]=[C:21]([C:24]([NH2:35])=[O:25])[NH:20][C:19]2=[O:27]. The catalyst class is: 9. (5) Reactant: F[P-](F)(F)(F)(F)F.C[N+](C)=C(N(C)C)ON1C2N=CC=CC=2N=N1.C(N(CC)C(C)C)(C)C.[NH2:34][C:35]1[N:44]=[C:43]([N:45]2[CH2:50][CH2:49][N:48]([CH3:51])[CH2:47][CH2:46]2)[C:42]2[C:37](=[CH:38][C:39]([C:52]([OH:54])=O)=[CH:40][CH:41]=2)[N:36]=1.Cl.[CH2:56]1[C:65]2[C:60](=[C:61]([O:66][CH2:67][C:68]3[CH:69]=[C:70]([CH:73]=[CH:74][CH:75]=3)[C:71]#[N:72])[CH:62]=[CH:63][CH:64]=2)[CH2:59][CH2:58][NH:57]1. Product: [NH2:34][C:35]1[N:44]=[C:43]([N:45]2[CH2:50][CH2:49][N:48]([CH3:51])[CH2:47][CH2:46]2)[C:42]2[C:37](=[CH:38][C:39]([C:52]([N:57]3[CH2:58][CH2:59][C:60]4[C:65](=[CH:64][CH:63]=[CH:62][C:61]=4[O:66][CH2:67][C:68]4[CH:69]=[C:70]([CH:73]=[CH:74][CH:75]=4)[C:71]#[N:72])[CH2:56]3)=[O:54])=[CH:40][CH:41]=2)[N:36]=1. The catalyst class is: 9. (6) Reactant: O1[C:5]2([CH2:10][CH2:9][CH:8]([NH:11][CH2:12][CH2:13][CH3:14])[CH2:7][CH2:6]2)OCC1.[Br:15]Br.[NH2:17][C:18]([NH2:20])=[S:19]. Product: [BrH:15].[BrH:15].[CH2:12]([NH:11][CH:8]1[CH2:9][CH2:10][C:5]2[N:17]=[C:18]([NH2:20])[S:19][C:6]=2[CH2:7]1)[CH2:13][CH3:14]. The catalyst class is: 201.